From a dataset of Forward reaction prediction with 1.9M reactions from USPTO patents (1976-2016). Predict the product of the given reaction. Given the reactants S(Cl)(C)(=O)=O.[CH2:6]([N:8]([CH:11](O)[CH2:12][CH3:13])[CH2:9][CH3:10])[CH3:7].[C:15]([NH:20][C:21]1[CH:26]=[CH:25][CH:24]=[CH:23][C:22]=1O)(=[O:19])[CH2:16][CH2:17][CH3:18].C([O-])([O-])=[O:29].[K+].[K+], predict the reaction product. The product is: [CH2:6]([N:8]([CH2:11][CH2:12][CH2:13][O:29][CH2:18][CH2:17][CH2:16][C:15]([NH:20][C:21]1[CH:26]=[CH:25][CH:24]=[CH:23][CH:22]=1)=[O:19])[CH2:9][CH3:10])[CH3:7].